From a dataset of Full USPTO retrosynthesis dataset with 1.9M reactions from patents (1976-2016). Predict the reactants needed to synthesize the given product. (1) Given the product [CH2:8]([S:6][C:4]1[N:3]=[N:2][N:1]([CH3:16])[CH:5]=1)[C:9]1[CH:14]=[CH:13][CH:12]=[CH:11][CH:10]=1, predict the reactants needed to synthesize it. The reactants are: [NH:1]1[CH:5]=[C:4]([S-:6])[N:3]=[N:2]1.[Na+].[CH2:8](Br)[C:9]1[CH:14]=[CH:13][CH:12]=[CH:11][CH:10]=1.[CH3:16]CO. (2) The reactants are: Cl.[F:2][C:3]1[CH:8]=[CH:7][C:6]([C@@H:9]([NH2:11])[CH3:10])=[C:5]([C:12]([F:15])([F:14])[F:13])[CH:4]=1.C([O:20][C:21]([C:23]1[CH:28]=[CH:27][CH:26]=[CH:25][C:24]=1[C:29]1[CH:34]=[CH:33][C:32]([CH2:35][N:36]2[C:44]3[C:39](=[CH:40][C:41]([C:45](O)=[O:46])=[CH:42][CH:43]=3)[C:38]([CH3:48])=[C:37]2[CH3:49])=[CH:31][CH:30]=1)=[O:22])(C)(C)C. Given the product [F:2][C:3]1[CH:8]=[CH:7][C:6]([C@@H:9]([NH:11][C:45]([C:41]2[CH:40]=[C:39]3[C:44](=[CH:43][CH:42]=2)[N:36]([CH2:35][C:32]2[CH:31]=[CH:30][C:29]([C:24]4[C:23]([C:21]([OH:22])=[O:20])=[CH:28][CH:27]=[CH:26][CH:25]=4)=[CH:34][CH:33]=2)[C:37]([CH3:49])=[C:38]3[CH3:48])=[O:46])[CH3:10])=[C:5]([C:12]([F:13])([F:14])[F:15])[CH:4]=1, predict the reactants needed to synthesize it. (3) Given the product [F:19][C:16]1[CH:17]=[C:18]2[C:13]([C:12]([C:20]3[CH:33]=[CH:32][C:23]4[N:24]=[C:25]([NH:27][S:28]([CH3:31])(=[O:30])=[O:29])[O:26][C:22]=4[CH:21]=3)=[CH:11][NH:10]2)=[CH:14][CH:15]=1, predict the reactants needed to synthesize it. The reactants are: C1(S([N:10]2[C:18]3[C:13](=[CH:14][CH:15]=[C:16]([F:19])[CH:17]=3)[C:12]([C:20]3[CH:33]=[CH:32][C:23]4[N:24]=[C:25]([NH:27][S:28]([CH3:31])(=[O:30])=[O:29])[O:26][C:22]=4[CH:21]=3)=[CH:11]2)(=O)=O)C=CC=CC=1.[OH-].[K+]. (4) Given the product [C:1]([O:5][C:6]([N:8]1[CH2:9][CH2:10][N:11]([CH2:14][CH2:15][CH:16]([NH2:17])[C:25]2[N:24]=[C:23]([C:22]3[S:18][C:19]4[CH:34]=[CH:33][CH:32]=[CH:31][C:20]=4[CH:21]=3)[C:28]([CH3:29])=[CH:27][N:26]=2)[CH2:12][CH2:13]1)=[O:7])([CH3:4])([CH3:3])[CH3:2], predict the reactants needed to synthesize it. The reactants are: [C:1]([O:5][C:6]([N:8]1[CH2:13][CH2:12][N:11]([CH2:14][CH2:15][CH2:16][NH2:17])[CH2:10][CH2:9]1)=[O:7])([CH3:4])([CH3:3])[CH3:2].[S:18]1[C:22]([C:23]2[C:28]([CH3:29])=[CH:27][N:26]=[C:25](Cl)[N:24]=2)=[CH:21][C:20]2[CH:31]=[CH:32][CH:33]=[CH:34][C:19]1=2.C(N(C(C)C)CC)(C)C. (5) Given the product [N:1]1([C:10]2[N:15]=[C:14]3[C:13]([NH:23][C:35](=[O:36])[N:16]3[CH:17]3[CH2:18][CH2:19][O:20][CH2:21][CH2:22]3)=[C:12]([C:24]3[CH:29]=[CH:28][CH:27]=[CH:26][CH:25]=3)[N:11]=2)[C:5]2[CH:6]=[CH:7][CH:8]=[CH:9][C:4]=2[N:3]=[CH:2]1, predict the reactants needed to synthesize it. The reactants are: [N:1]1([C:10]2[N:15]=[C:14]([NH:16][CH:17]3[CH2:22][CH2:21][O:20][CH2:19][CH2:18]3)[C:13]([NH2:23])=[C:12]([C:24]3[CH:29]=[CH:28][CH:27]=[CH:26][CH:25]=3)[N:11]=2)[C:5]2[CH:6]=[CH:7][CH:8]=[CH:9][C:4]=2[N:3]=[CH:2]1.C1N=CN([C:35](N2C=NC=C2)=[O:36])C=1.